Dataset: Reaction yield outcomes from USPTO patents with 853,638 reactions. Task: Predict the reaction yield, written as a fraction of the theoretical maximum amount of product (1.0 means a 100% yield; for example, 0.34 means a 34% yield). The reactants are Br[C:2]1[CH:7]=[CH:6][CH:5]=[C:4]([C:8]([CH:10]2[CH2:15][CH2:14][N:13]([C:16]([O:18][C:19]([CH3:22])([CH3:21])[CH3:20])=[O:17])[CH2:12][CH2:11]2)=[O:9])[N:3]=1.[CH3:23][NH:24][C:25](=[O:35])[C:26]1[C:31]([F:32])=[CH:30][C:29]([F:33])=[CH:28][C:27]=1[F:34].C1C=CC(P(C2C(C3C(P(C4C=CC=CC=4)C4C=CC=CC=4)=CC=C4C=3C=CC=C4)=C3C(C=CC=C3)=CC=2)C2C=CC=CC=2)=CC=1.CC(C)([O-])C.[Na+]. The catalyst is C1(C)C=CC=CC=1.C1C=CC(/C=C/C(/C=C/C2C=CC=CC=2)=O)=CC=1.C1C=CC(/C=C/C(/C=C/C2C=CC=CC=2)=O)=CC=1.C1C=CC(/C=C/C(/C=C/C2C=CC=CC=2)=O)=CC=1.[Pd].[Pd]. The product is [F:32][C:31]1[CH:30]=[C:29]([F:33])[CH:28]=[C:27]([F:34])[C:26]=1[C:25]([N:24]([CH3:23])[C:2]1[CH:7]=[CH:6][CH:5]=[C:4]([C:8]([CH:10]2[CH2:15][CH2:14][N:13]([C:16]([O:18][C:19]([CH3:22])([CH3:21])[CH3:20])=[O:17])[CH2:12][CH2:11]2)=[O:9])[N:3]=1)=[O:35]. The yield is 0.440.